From a dataset of M1 muscarinic receptor antagonist screen with 61,756 compounds. Binary Classification. Given a drug SMILES string, predict its activity (active/inactive) in a high-throughput screening assay against a specified biological target. (1) The result is 0 (inactive). The compound is Clc1ccc(NC(=O)C(Sc2n(Cc3ccccc3)c(nn2)C)C)nc1. (2) The compound is O=c1[nH]c2c(c(n1)c1ccccc1)cccc2. The result is 0 (inactive). (3) The molecule is S(=O)(=O)(Nc1c(cccc1)C(=O)Nc1[nH]ncn1)c1c(cc(F)cc1)C. The result is 0 (inactive). (4) The drug is Clc1c(c2noc(c2C(=O)N2CCN(CC2)C\C=C\c2ccccc2)C)cccc1. The result is 0 (inactive). (5) The molecule is S1C(Cc2nc(SCC(=O)N3CCCc4c3cccc4)n(c(=O)c12)C)C. The result is 0 (inactive). (6) The compound is s1c(c2nc3n(nc(c3c(C(=O)N3CCOCC3)c2)C)c2ncccc2)ccc1. The result is 0 (inactive). (7) The molecule is o1c(c(CC(=O)c2c(O)cc(O)cc2)cc1C(OC)=O)C. The result is 0 (inactive). (8) The drug is S1(=O)(=O)Cc2c(sc(C(=O)N3CCN(CC3)CC)c2)c2c1cccc2. The result is 0 (inactive).